Dataset: NCI-60 drug combinations with 297,098 pairs across 59 cell lines. Task: Regression. Given two drug SMILES strings and cell line genomic features, predict the synergy score measuring deviation from expected non-interaction effect. (1) Drug 1: CC1C(C(CC(O1)OC2CC(CC3=C2C(=C4C(=C3O)C(=O)C5=C(C4=O)C(=CC=C5)OC)O)(C(=O)C)O)N)O.Cl. Drug 2: C1CC(C1)(C(=O)O)C(=O)O.[NH2-].[NH2-].[Pt+2]. Cell line: NCI-H460. Synergy scores: CSS=57.6, Synergy_ZIP=-0.583, Synergy_Bliss=-1.26, Synergy_Loewe=-1.46, Synergy_HSA=2.38. (2) Drug 1: CC1=C2C(C(=O)C3(C(CC4C(C3C(C(C2(C)C)(CC1OC(=O)C(C(C5=CC=CC=C5)NC(=O)OC(C)(C)C)O)O)OC(=O)C6=CC=CC=C6)(CO4)OC(=O)C)O)C)O. Drug 2: C1CC(=O)NC(=O)C1N2C(=O)C3=CC=CC=C3C2=O. Cell line: ACHN. Synergy scores: CSS=-1.40, Synergy_ZIP=-0.967, Synergy_Bliss=-1.44, Synergy_Loewe=-19.0, Synergy_HSA=-6.32. (3) Drug 1: CC1C(C(CC(O1)OC2CC(CC3=C2C(=C4C(=C3O)C(=O)C5=C(C4=O)C(=CC=C5)OC)O)(C(=O)C)O)N)O.Cl. Drug 2: CCN(CC)CCNC(=O)C1=C(NC(=C1C)C=C2C3=C(C=CC(=C3)F)NC2=O)C. Cell line: SW-620. Synergy scores: CSS=18.3, Synergy_ZIP=1.69, Synergy_Bliss=1.94, Synergy_Loewe=-21.0, Synergy_HSA=0.505. (4) Drug 1: C(CC(=O)O)C(=O)CN.Cl. Drug 2: CC(C)CN1C=NC2=C1C3=CC=CC=C3N=C2N. Cell line: MDA-MB-231. Synergy scores: CSS=7.81, Synergy_ZIP=-2.61, Synergy_Bliss=1.27, Synergy_Loewe=1.25, Synergy_HSA=1.03. (5) Drug 1: CC(C)(C#N)C1=CC(=CC(=C1)CN2C=NC=N2)C(C)(C)C#N. Drug 2: C1CN(P(=O)(OC1)NCCCl)CCCl. Cell line: HOP-62. Synergy scores: CSS=5.16, Synergy_ZIP=1.57, Synergy_Bliss=1.72, Synergy_Loewe=4.32, Synergy_HSA=0.460. (6) Drug 1: COC1=C(C=C2C(=C1)N=CN=C2NC3=CC(=C(C=C3)F)Cl)OCCCN4CCOCC4. Drug 2: C1=NC2=C(N=C(N=C2N1C3C(C(C(O3)CO)O)O)F)N. Cell line: OVCAR-4. Synergy scores: CSS=17.8, Synergy_ZIP=-5.69, Synergy_Bliss=-0.793, Synergy_Loewe=-5.76, Synergy_HSA=-1.53. (7) Drug 1: CC(C1=C(C=CC(=C1Cl)F)Cl)OC2=C(N=CC(=C2)C3=CN(N=C3)C4CCNCC4)N. Drug 2: C1CN(CCN1C(=O)CCBr)C(=O)CCBr. Cell line: UACC62. Synergy scores: CSS=33.7, Synergy_ZIP=-3.99, Synergy_Bliss=1.30, Synergy_Loewe=-1.13, Synergy_HSA=2.15. (8) Drug 1: CC1=C(C=C(C=C1)NC2=NC=CC(=N2)N(C)C3=CC4=NN(C(=C4C=C3)C)C)S(=O)(=O)N.Cl. Drug 2: C1CCN(CC1)CCOC2=CC=C(C=C2)C(=O)C3=C(SC4=C3C=CC(=C4)O)C5=CC=C(C=C5)O. Cell line: CCRF-CEM. Synergy scores: CSS=5.91, Synergy_ZIP=1.75, Synergy_Bliss=8.46, Synergy_Loewe=4.24, Synergy_HSA=4.73.